Dataset: Forward reaction prediction with 1.9M reactions from USPTO patents (1976-2016). Task: Predict the product of the given reaction. (1) Given the reactants [CH2:1]([O:8][C:9]([N:11]1[CH2:16][CH:15]([O:17][Si:18]([CH:25]([CH3:27])[CH3:26])([CH:22]([CH3:24])[CH3:23])[CH:19]([CH3:21])[CH3:20])[CH:14]([C:28]2[CH:33]=[CH:32][C:31]([CH2:34]O)=[CH:30][CH:29]=2)[CH:13]([O:36][CH2:37][C:38]2[CH:39]=[CH:40][C:41]3[O:46][CH2:45][CH2:44][N:43]([CH2:47][CH2:48][CH2:49][O:50][CH3:51])[C:42]=3[CH:52]=2)[CH2:12]1)=[O:10])[C:2]1[CH:7]=[CH:6][CH:5]=[CH:4][CH:3]=1.O.C(OC)(C)(C)C.C(Cl)[Cl:61], predict the reaction product. The product is: [CH2:1]([O:8][C:9]([N:11]1[CH2:16][CH:15]([O:17][Si:18]([CH:25]([CH3:27])[CH3:26])([CH:22]([CH3:24])[CH3:23])[CH:19]([CH3:21])[CH3:20])[CH:14]([C:28]2[CH:33]=[CH:32][C:31]([CH2:34][Cl:61])=[CH:30][CH:29]=2)[CH:13]([O:36][CH2:37][C:38]2[CH:39]=[CH:40][C:41]3[O:46][CH2:45][CH2:44][N:43]([CH2:47][CH2:48][CH2:49][O:50][CH3:51])[C:42]=3[CH:52]=2)[CH2:12]1)=[O:10])[C:2]1[CH:7]=[CH:6][CH:5]=[CH:4][CH:3]=1. (2) Given the reactants Cl[C:2]1[CH:11]=[C:10]([C:12]([OH:14])=[O:13])[C:9]2[C:4](=[CH:5][CH:6]=[CH:7][CH:8]=2)[N:3]=1.[C:15]([C:18]1[CH:19]=[C:20](B(O)O)[CH:21]=[CH:22][CH:23]=1)(=[O:17])[NH2:16].CN1CCN(C2N=CC=CC=2B2OC(C)(C)C(C)(C)O2)CC1.CN1CCN(C2N=CC(C3C=C(C(O)=O)C4C(=CC=CC=4)N=3)=CC=2)CC1, predict the reaction product. The product is: [C:15]([C:18]1[CH:23]=[C:22]([C:2]2[CH:11]=[C:10]([C:12]([OH:14])=[O:13])[C:9]3[C:4](=[CH:5][CH:6]=[CH:7][CH:8]=3)[N:3]=2)[CH:21]=[CH:20][CH:19]=1)(=[O:17])[NH2:16]. (3) Given the reactants [C:1]([O:5][C:6]([NH:8][CH2:9][C:10]([O:12]CC=C(C)C)=[O:11])=[O:7])([CH3:4])([CH3:3])[CH3:2].[Li+].CC([N-][CH:23]([CH3:25])[CH3:24])C.[CH2:26]1COC[CH2:27]1, predict the reaction product. The product is: [C:1]([O:5][C:6]([NH:8][CH:9]([C:23]([CH3:24])([CH3:25])[CH:26]=[CH2:27])[C:10]([OH:12])=[O:11])=[O:7])([CH3:2])([CH3:3])[CH3:4]. (4) Given the reactants [Cl-].[CH:2]1[C:11]2[C:6](=[CH:7][CH:8]=[CH:9][CH:10]=2)[CH:5]=[CH:4][C:3]=1[C:12](=[O:15])[CH2:13][NH3+:14].[CH3:16][O:17][C:18]1[CH:19]=[C:20]([S:26](Cl)(=[O:28])=[O:27])[CH:21]=[CH:22][C:23]=1[O:24][CH3:25].CCN(CC)CC, predict the reaction product. The product is: [CH3:16][O:17][C:18]1[CH:19]=[C:20]([S:26]([NH:14][CH2:13][C:12]([C:3]2[CH:4]=[CH:5][C:6]3[C:11](=[CH:10][CH:9]=[CH:8][CH:7]=3)[CH:2]=2)=[O:15])(=[O:27])=[O:28])[CH:21]=[CH:22][C:23]=1[O:24][CH3:25]. (5) Given the reactants S(=O)(=O)(O)O.[N+:6]([O-:9])(O)=[O:7].[CH3:10][C:11]1[CH:19]=[CH:18][C:14]([C:15]([OH:17])=[O:16])=[CH:13][CH:12]=1, predict the reaction product. The product is: [CH3:10][C:11]1[CH:19]=[CH:18][C:14]([C:15]([OH:17])=[O:16])=[CH:13][C:12]=1[N+:6]([O-:9])=[O:7]. (6) Given the reactants [Cl-].[Al+3].[Cl-].[Cl-].[C:5]1([O:11][CH3:12])[CH:10]=[CH:9][CH:8]=[CH:7][CH:6]=1.[C:13]1(=[O:19])[O:18][C:16](=[O:17])[CH2:15][CH2:14]1.Cl, predict the reaction product. The product is: [CH3:12][O:11][C:5]1[CH:10]=[CH:9][C:8]([C:13](=[O:19])[CH2:14][CH2:15][C:16]([OH:18])=[O:17])=[CH:7][CH:6]=1. (7) Given the reactants [CH2:1]([O:3][C:4]1[CH:5]=[C:6]([CH:12]([N:18]2[C:26](=[O:27])[C:25]3[C:20](=[CH:21][CH:22]=[CH:23][C:24]=3[CH3:28])[C:19]2=[O:29])[CH2:13][C:14]([NH:16][OH:17])=[O:15])[CH:7]=[CH:8][C:9]=1[O:10][CH3:11])[CH3:2].[C:30](OC(=O)C)(=[O:32])[CH3:31], predict the reaction product. The product is: [C:30]([O:17][NH:16][C:14](=[O:15])[CH2:13][CH:12]([C:6]1[CH:7]=[CH:8][C:9]([O:10][CH3:11])=[C:4]([O:3][CH2:1][CH3:2])[CH:5]=1)[N:18]1[C:26](=[O:27])[C:25]2[C:20](=[CH:21][CH:22]=[CH:23][C:24]=2[CH3:28])[C:19]1=[O:29])(=[O:32])[CH3:31].